From a dataset of Full USPTO retrosynthesis dataset with 1.9M reactions from patents (1976-2016). Predict the reactants needed to synthesize the given product. The reactants are: [C:1]([O:7][CH3:8])(=[O:6])[C:2](OC)=[O:3].CCOCC.[F:14][C:15]1[CH:20]=[CH:19][C:18]([Mg]Br)=[CH:17][CH:16]=1.Cl. Given the product [F:14][C:15]1[CH:20]=[CH:19][C:18]([C:2]([C:1]([O:7][CH3:8])=[O:6])=[O:3])=[CH:17][CH:16]=1, predict the reactants needed to synthesize it.